This data is from Full USPTO retrosynthesis dataset with 1.9M reactions from patents (1976-2016). The task is: Predict the reactants needed to synthesize the given product. The reactants are: C(=O)([O-])[O-].[Na+].[Na+].Br[CH2:8][CH2:9][CH2:10][CH2:11]Br.[NH2:13][C@H:14]1[CH2:19][CH2:18][CH2:17][CH2:16][C@@H:15]1[NH:20][C:21]1[CH:28]=[C:27]([Cl:29])[CH:26]=[CH:25][C:22]=1[C:23]#[N:24]. Given the product [Cl:29][C:27]1[CH:26]=[CH:25][C:22]([C:23]#[N:24])=[C:21]([NH:20][C@H:15]2[CH2:16][CH2:17][CH2:18][CH2:19][C@@H:14]2[N:13]2[CH2:11][CH2:10][CH2:9][CH2:8]2)[CH:28]=1, predict the reactants needed to synthesize it.